The task is: Predict the reaction yield, written as a fraction of the theoretical maximum amount of product (1.0 means a 100% yield; for example, 0.34 means a 34% yield).. This data is from Reaction yield outcomes from USPTO patents with 853,638 reactions. (1) The reactants are [CH3:1][S:2]([C:5]1[CH:6]=[CH:7][C:8]([N:14]2[CH2:19][CH2:18][O:17][CH2:16][CH2:15]2)=[C:9]([CH:13]=1)[C:10]([OH:12])=O)(=[O:4])=[O:3].[Cl:20][C:21]1[CH:26]=[C:25]([Cl:27])[CH:24]=[CH:23][C:22]=1[N:28]1[CH2:33][CH2:32][NH:31][CH2:30][CH2:29]1. No catalyst specified. The product is [Cl:20][C:21]1[CH:26]=[C:25]([Cl:27])[CH:24]=[CH:23][C:22]=1[N:28]1[CH2:29][CH2:30][N:31]([C:10]([C:9]2[CH:13]=[C:5]([S:2]([CH3:1])(=[O:3])=[O:4])[CH:6]=[CH:7][C:8]=2[N:14]2[CH2:19][CH2:18][O:17][CH2:16][CH2:15]2)=[O:12])[CH2:32][CH2:33]1. The yield is 0.580. (2) The reactants are [NH2:1][C@@H:2]([C:6]([OH:8])=[O:7])[C@@H:3]([CH3:5])[OH:4].C(=O)([O-])[O-].[K+].[K+].[Cl:15][C:16]1[C:23]([CH3:24])=[C:22](F)[CH:21]=[CH:20][C:17]=1[C:18]#[N:19].C(O)(=O)CC(CC(O)=O)(C(O)=O)O.O.C(O)(=O)CC(CC(O)=O)(C(O)=O)O. The catalyst is CS(C)=O. The product is [Cl:15][C:16]1[C:23]([CH3:24])=[C:22]([NH:1][C@H:2]([C@H:3]([OH:4])[CH3:5])[C:6]([OH:8])=[O:7])[CH:21]=[CH:20][C:17]=1[C:18]#[N:19]. The yield is 0.480. (3) The reactants are [NH2:1][C:2]1[CH:7]=[CH:6][CH:5]=[CH:4][C:3]=1[SH:8].[Br:9][C:10]1[CH:11]=[C:12]([CH:16]=O)[CH:13]=[N:14][CH:15]=1. The catalyst is C(O)C. The product is [Br:9][C:10]1[CH:11]=[C:12]([C:16]2[S:8][C:3]3[CH:4]=[CH:5][CH:6]=[CH:7][C:2]=3[N:1]=2)[CH:13]=[N:14][CH:15]=1. The yield is 0.490. (4) The reactants are [F:1][C:2]1[CH:3]=[C:4]2[C:8](=[CH:9][CH:10]=1)[NH:7][C:6](=[O:11])[C:5]2=[O:12].[H-].[Na+].[CH3:15][O:16][C:17]1[CH:24]=[CH:23][C:20]([CH2:21]Cl)=[CH:19][CH:18]=1. The catalyst is CN(C=O)C. The product is [F:1][C:2]1[CH:3]=[C:4]2[C:8](=[CH:9][CH:10]=1)[N:7]([CH2:21][C:20]1[CH:23]=[CH:24][C:17]([O:16][CH3:15])=[CH:18][CH:19]=1)[C:6](=[O:11])[C:5]2=[O:12]. The yield is 0.820. (5) The product is [NH2:1][C:2]1[C:6]([C:7]([NH2:8])=[O:24])=[C:5]([NH:9][C:10]2[CH:15]=[CH:14][CH:13]=[CH:12][CH:11]=2)[N:4]([CH2:16][C:17]2[CH:22]=[CH:21][CH:20]=[CH:19][CH:18]=2)[N:3]=1. The reactants are [NH2:1][C:2]1[C:6]([C:7]#[N:8])=[C:5]([NH:9][C:10]2[CH:15]=[CH:14][CH:13]=[CH:12][CH:11]=2)[N:4]([CH2:16][C:17]2[CH:22]=[CH:21][CH:20]=[CH:19][CH:18]=2)[N:3]=1.C(=O)([O-])[O-:24].[K+].[K+].OO. The yield is 0.620. The catalyst is CS(C)=O. (6) The reactants are C([O:5][C:6](=[O:48])[CH:7]([NH:15][S:16]([C:19]1[CH:24]=[CH:23][C:22]([C:25](=[O:47])[NH:26][C:27]2[S:28][C:29]([C:39]3[CH:44]=[CH:43][C:42]([CH2:45][CH3:46])=[CH:41][CH:40]=3)=[C:30]([C:32]3[CH:37]=[CH:36][C:35]([Cl:38])=[CH:34][CH:33]=3)[N:31]=2)=[CH:21][CH:20]=1)(=[O:18])=[O:17])[CH2:8][C:9]1[CH:14]=[CH:13][CH:12]=[CH:11][CH:10]=1)(C)(C)C.FC(F)(F)C(O)=O. No catalyst specified. The product is [Cl:38][C:35]1[CH:36]=[CH:37][C:32]([C:30]2[N:31]=[C:27]([NH:26][C:25]([C:22]3[CH:23]=[CH:24][C:19]([S:16]([NH:15][CH:7]([CH2:8][C:9]4[CH:10]=[CH:11][CH:12]=[CH:13][CH:14]=4)[C:6]([OH:48])=[O:5])(=[O:17])=[O:18])=[CH:20][CH:21]=3)=[O:47])[S:28][C:29]=2[C:39]2[CH:40]=[CH:41][C:42]([CH2:45][CH3:46])=[CH:43][CH:44]=2)=[CH:33][CH:34]=1. The yield is 0.680. (7) The reactants are [C:1]([NH:6][C:7]1[C:16](=[O:17])[C:15]2[N:14]=[C:13]([CH3:18])[CH:12]=[CH:11][C:10]=2[C:9](=[O:19])[CH:8]=1)(=[O:5])[CH2:2][CH2:3][CH3:4].[Se](=O)=[O:21]. No catalyst specified. The product is [C:1]([NH:6][C:7]1[C:16](=[O:17])[C:15]2[N:14]=[C:13]([CH:18]=[O:21])[CH:12]=[CH:11][C:10]=2[C:9](=[O:19])[CH:8]=1)(=[O:5])[CH2:2][CH2:3][CH3:4]. The yield is 0.650.